Predict the reactants needed to synthesize the given product. From a dataset of Full USPTO retrosynthesis dataset with 1.9M reactions from patents (1976-2016). (1) Given the product [CH3:19][CH:20]([CH3:23])[CH2:21][NH:1][CH:2]1[C:11]2[C:6](=[CH:7][CH:8]=[CH:9][CH:10]=2)[CH2:5][N:4]([C:12]([O:14][C:15]([CH3:18])([CH3:17])[CH3:16])=[O:13])[CH2:3]1, predict the reactants needed to synthesize it. The reactants are: [NH2:1][CH:2]1[C:11]2[C:6](=[CH:7][CH:8]=[CH:9][CH:10]=2)[CH2:5][N:4]([C:12]([O:14][C:15]([CH3:18])([CH3:17])[CH3:16])=[O:13])[CH2:3]1.[CH3:19][CH:20]([CH3:23])[CH:21]=O.C(O[BH-](OC(=O)C)OC(=O)C)(=O)C.[Na+].C(=O)([O-])O.[Na+]. (2) Given the product [C:23]([O:27][C:28](=[O:38])[CH2:29][CH:30]([NH:37][C:20]([C:18]1[S:19][C:15]([C:13](=[O:14])[NH:12][CH2:11][CH2:10][CH2:9][NH:8][C:6]([O:5][C:1]([CH3:2])([CH3:3])[CH3:4])=[O:7])=[CH:16][CH:17]=1)=[O:22])[C:31]1[CH:36]=[CH:35][CH:34]=[CH:33][CH:32]=1)([CH3:26])([CH3:24])[CH3:25], predict the reactants needed to synthesize it. The reactants are: [C:1]([O:5][C:6]([NH:8][CH2:9][CH2:10][CH2:11][NH:12][C:13]([C:15]1[S:19][C:18]([C:20]([OH:22])=O)=[CH:17][CH:16]=1)=[O:14])=[O:7])([CH3:4])([CH3:3])[CH3:2].[C:23]([O:27][C:28](=[O:38])[CH2:29][CH:30]([NH2:37])[C:31]1[CH:36]=[CH:35][CH:34]=[CH:33][CH:32]=1)([CH3:26])([CH3:25])[CH3:24].CN(C(ON1N=NC2C=CC=NC1=2)=[N+](C)C)C.F[P-](F)(F)(F)(F)F.N1C(C)=CC(C)=CC=1C. (3) Given the product [ClH:38].[F:24][C:20]1[CH:21]=[C:22]2[C:17](=[CH:18][CH:19]=1)[NH:16][C:15]([C:13]([NH:12][C@H:9]1[CH2:10][CH2:11][C@H:6]([C:4](=[O:3])[NH:40][CH3:39])[CH2:7][C@H:8]1[NH:25][C:26]([C:28]1[S:29][C:30]3[CH2:31][N:32]([CH3:37])[CH2:33][CH2:34][C:35]=3[N:36]=1)=[O:27])=[O:14])=[CH:23]2, predict the reactants needed to synthesize it. The reactants are: C([O:3][C:4]([C@H:6]1[CH2:11][CH2:10][C@H:9]([NH:12][C:13]([C:15]2[NH:16][C:17]3[C:22]([CH:23]=2)=[CH:21][C:20]([F:24])=[CH:19][CH:18]=3)=[O:14])[C@H:8]([NH:25][C:26]([C:28]2[S:29][C:30]3[CH2:31][N:32]([CH3:37])[CH2:33][CH2:34][C:35]=3[N:36]=2)=[O:27])[CH2:7]1)=O)C.[ClH:38].[CH3:39][NH2:40].